This data is from Reaction yield outcomes from USPTO patents with 853,638 reactions. The task is: Predict the reaction yield, written as a fraction of the theoretical maximum amount of product (1.0 means a 100% yield; for example, 0.34 means a 34% yield). (1) The reactants are [S:1]1[CH:5]=[CH:4][CH:3]=[C:2]1[C:6]1[CH:11]=[CH:10][N:9]=[C:8]2[N:12]([C@@H:15]3[O:21][C@H:20]([CH2:22][O:23]C(C4C=CC=CC=4)(C4C=CC(OC)=CC=4)C4C=CC(OC)=CC=4)[C@@H:18]([OH:19])[C@H:16]3[OH:17])[CH:13]=[N:14][C:7]=12.[C:47](OC(=O)C)(=[O:49])[CH3:48].C([O-])(O)=O.[Na+].[C:59](OCC)(=[O:61])[CH3:60]. The catalyst is N1C=CC=CC=1. The product is [S:1]1[CH:5]=[CH:4][CH:3]=[C:2]1[C:6]1[CH:11]=[CH:10][N:9]=[C:8]2[N:12]([C@@H:15]3[O:21][C@H:20]([CH2:22][OH:23])[C@@H:18]([O:19][C:59](=[O:61])[CH3:60])[C@H:16]3[O:17][C:47](=[O:49])[CH3:48])[CH:13]=[N:14][C:7]=12. The yield is 0.930. (2) The reactants are [NH2:1][C:2]1[S:3][CH:4]=[C:5]([CH3:7])[N:6]=1.C[Al](C)C.C[O:13][C:14](=O)[C:15]1[CH:20]=[CH:19][N:18]=[C:17]([C:21]#[C:22][C:23]2[C:24]([C:29]3[CH:34]=[CH:33][CH:32]=[CH:31][CH:30]=3)=[N:25][O:26][C:27]=2[CH3:28])[CH:16]=1.S([O-])([O-])(=O)=O.[Mg+2]. The catalyst is O1CCOCC1.O. The product is [CH3:28][C:27]1[O:26][N:25]=[C:24]([C:29]2[CH:34]=[CH:33][CH:32]=[CH:31][CH:30]=2)[C:23]=1[C:22]#[C:21][C:17]1[CH:16]=[C:15]([CH:20]=[CH:19][N:18]=1)[C:14]([NH:1][C:2]1[S:3][CH:4]=[C:5]([CH3:7])[N:6]=1)=[O:13]. The yield is 0.960.